This data is from Full USPTO retrosynthesis dataset with 1.9M reactions from patents (1976-2016). The task is: Predict the reactants needed to synthesize the given product. (1) Given the product [NH2:1][C:4]1[CH:9]=[C:8]([NH:10][CH:11]2[CH2:13][CH2:12]2)[N:7]2[N:14]=[CH:15][C:16]([CH:17]=[O:18])=[C:6]2[N:5]=1, predict the reactants needed to synthesize it. The reactants are: [N:1]([C:4]1[CH:9]=[C:8]([NH:10][CH:11]2[CH2:13][CH2:12]2)[N:7]2[N:14]=[CH:15][C:16]([CH:17]=[O:18])=[C:6]2[N:5]=1)=[N+]=[N-]. (2) Given the product [O:4]1[CH2:5][CH2:6][N:1]([CH2:14][CH2:15][OH:16])[CH2:2][CH2:3]1, predict the reactants needed to synthesize it. The reactants are: [NH:1]1[CH2:6][CH2:5][O:4][CH2:3][CH2:2]1.C(=O)([O-])[O-].[K+].[K+].Br[CH2:14][CH2:15][OH:16]. (3) The reactants are: [Br:1][C:2]1[CH:17]=[C:16]([CH3:18])[C:5]([NH:6][C:7]2[CH:12]=[CH:11][CH:10]=[CH:9][C:8]=2[N+:13]([O-])=O)=[C:4]([CH3:19])[CH:3]=1.[BH4-].[Na+]. Given the product [Br:1][C:2]1[CH:3]=[C:4]([CH3:19])[C:5]([NH:6][C:7]2[C:8]([NH2:13])=[CH:9][CH:10]=[CH:11][CH:12]=2)=[C:16]([CH3:18])[CH:17]=1, predict the reactants needed to synthesize it. (4) Given the product [N+:8]([C:11]1[CH:12]=[C:13]([C:16]#[N:19])[S:14][CH:15]=1)([O-:10])=[O:9], predict the reactants needed to synthesize it. The reactants are: C(OC(=O)C)(=O)C.[N+:8]([C:11]1[CH:12]=[C:13]([CH:16]=O)[S:14][CH:15]=1)([O-:10])=[O:9].Cl.[NH2:19]O.